This data is from Forward reaction prediction with 1.9M reactions from USPTO patents (1976-2016). The task is: Predict the product of the given reaction. (1) Given the reactants Br[C:2]1[CH:3]=[C:4]([C:19]([NH2:21])=[O:20])[C:5]2[NH:6][C:7]3[C:12]([C:13]=2[CH:14]=1)=[CH:11][CH:10]=[C:9]([C:15]([OH:18])([CH3:17])[CH3:16])[CH:8]=3.[CH3:22][C:23]1[C:27](B2OC(C)(C)C(C)(C)O2)=[C:26]([CH3:37])[O:25][N:24]=1.C1COCC1.P([O-])([O-])([O-])=O.[K+].[K+].[K+], predict the reaction product. The product is: [CH3:22][C:23]1[C:27]([C:2]2[CH:3]=[C:4]([C:19]([NH2:21])=[O:20])[C:5]3[NH:6][C:7]4[C:12]([C:13]=3[CH:14]=2)=[CH:11][CH:10]=[C:9]([C:15]([OH:18])([CH3:17])[CH3:16])[CH:8]=4)=[C:26]([CH3:37])[O:25][N:24]=1. (2) Given the reactants [C:1]1([C:26]2[CH:31]=[CH:30][CH:29]=[CH:28][CH:27]=2)[CH:6]=[CH:5][C:4]([CH2:7][C@@H:8]([C:17]([NH:19][CH2:20][CH2:21][C:22]([O:24][CH3:25])=[O:23])=[O:18])[CH2:9][C:10]([O:12]C(C)(C)C)=[O:11])=[CH:3][CH:2]=1, predict the reaction product. The product is: [C:1]1([C:26]2[CH:31]=[CH:30][CH:29]=[CH:28][CH:27]=2)[CH:2]=[CH:3][C:4]([CH2:7][C@@H:8]([C:17]([NH:19][CH2:20][CH2:21][C:22]([O:24][CH3:25])=[O:23])=[O:18])[CH2:9][C:10]([OH:12])=[O:11])=[CH:5][CH:6]=1. (3) The product is: [Cl:10][C:11]1[CH:16]=[CH:15][C:14]([C:17]2[CH:18]=[CH:19][C:20]([I:8])=[N:21][CH:22]=2)=[CH:13][CH:12]=1. Given the reactants C(ON=O)(C)(C)C.[I:8]I.[Cl:10][C:11]1[CH:16]=[CH:15][C:14]([C:17]2[CH:18]=[CH:19][C:20](N)=[N:21][CH:22]=2)=[CH:13][CH:12]=1.C(Cl)Cl, predict the reaction product. (4) Given the reactants FC1C=CC([N+]([O-])=O)=C(C(F)(F)F)C=1.N1CCCC1.[N:20]1([C:25]2[CH:26]=[CH:27][C:28]([N+:35]([O-])=O)=[C:29]([C:31]([F:34])([F:33])[F:32])[CH:30]=2)[CH2:24][CH2:23][CH2:22][CH2:21]1, predict the reaction product. The product is: [N:20]1([C:25]2[CH:26]=[CH:27][C:28]([NH2:35])=[C:29]([C:31]([F:33])([F:34])[F:32])[CH:30]=2)[CH2:24][CH2:23][CH2:22][CH2:21]1. (5) Given the reactants [CH3:1][O:2][C:3](=[O:20])[CH:4]([C:12]1[CH:17]=[CH:16][C:15]([Cl:18])=[C:14]([Cl:19])[CH:13]=1)[CH2:5][CH:6]1[CH2:10][CH2:9][CH:8]([OH:11])[CH2:7]1.I[CH3:22], predict the reaction product. The product is: [CH3:1][O:2][C:3](=[O:20])[CH:4]([C:12]1[CH:17]=[CH:16][C:15]([Cl:18])=[C:14]([Cl:19])[CH:13]=1)[CH2:5][CH:6]1[CH2:10][CH2:9][CH:8]([O:11][CH3:22])[CH2:7]1. (6) Given the reactants Cl[C:2]1[C:3]2[CH2:16][S:15][CH2:14][C:4]=2[N:5]=[C:6]([C:8]2[S:9][C:10]([F:13])=[CH:11][CH:12]=2)[N:7]=1.[NH:17]1[C:25]2[C:20](=[CH:21][C:22]([CH2:26][C:27]([O:29][CH3:30])=[O:28])=[CH:23][CH:24]=2)[CH2:19][CH2:18]1, predict the reaction product. The product is: [F:13][C:10]1[S:9][C:8]([C:6]2[N:7]=[C:2]([N:17]3[C:25]4[C:20](=[CH:21][C:22]([CH2:26][C:27]([O:29][CH3:30])=[O:28])=[CH:23][CH:24]=4)[CH2:19][CH2:18]3)[C:3]3[CH2:16][S:15][CH2:14][C:4]=3[N:5]=2)=[CH:12][CH:11]=1. (7) Given the reactants [F:1][C:2]([F:39])([F:38])[CH2:3][CH2:4][CH:5]([NH:22][C:23]1[CH:37]=[CH:36][C:26]([C:27]([NH:29][CH2:30][CH2:31][C:32]([O:34]C)=[O:33])=[O:28])=[CH:25][N:24]=1)[C:6]1[CH:11]=[CH:10][C:9]([C:12]2[CH:17]=[CH:16][C:15]([C:18]([F:21])([F:20])[F:19])=[CH:14][CH:13]=2)=[CH:8][CH:7]=1.[OH-].[Na+], predict the reaction product. The product is: [F:39][C:2]([F:1])([F:38])[CH2:3][CH2:4][CH:5]([NH:22][C:23]1[CH:37]=[CH:36][C:26]([C:27]([NH:29][CH2:30][CH2:31][C:32]([OH:34])=[O:33])=[O:28])=[CH:25][N:24]=1)[C:6]1[CH:7]=[CH:8][C:9]([C:12]2[CH:13]=[CH:14][C:15]([C:18]([F:21])([F:20])[F:19])=[CH:16][CH:17]=2)=[CH:10][CH:11]=1. (8) Given the reactants [N+:1]([C:4]1[CH:5]=[C:6]2[C:11](=[CH:12][CH:13]=1)[N:10]=[CH:9][CH:8]=[CH:7]2)([O-])=O, predict the reaction product. The product is: [NH2:1][C:4]1[CH:5]=[C:6]2[C:11](=[CH:12][CH:13]=1)[N:10]=[CH:9][CH:8]=[CH:7]2. (9) Given the reactants [NH2:1][C:2]1[CH:3]=[C:4]([CH:14]=[CH:15][C:16]=1[O:17][CH2:18][CH3:19])[C:5]([NH:7][C:8]1[CH:13]=[CH:12][CH:11]=[CH:10][CH:9]=1)=[O:6].[F:20][C:21]([F:50])([F:49])[C:22]1[CH:23]=[C:24]([Bi]([C:24]2[CH:25]=[CH:26][CH:27]=[C:22]([C:21]([F:50])([F:49])[F:20])[CH:23]=2)[C:24]2[CH:25]=[CH:26][CH:27]=[C:22]([C:21]([F:50])([F:49])[F:20])[CH:23]=2)[CH:25]=[CH:26][CH:27]=1.C(N(CC)CC)C, predict the reaction product. The product is: [CH2:18]([O:17][C:16]1[CH:15]=[CH:14][C:4]([C:5]([NH:7][C:8]2[CH:13]=[CH:12][CH:11]=[CH:10][CH:9]=2)=[O:6])=[CH:3][C:2]=1[NH:1][C:26]1[CH:25]=[CH:24][CH:23]=[C:22]([C:21]([F:50])([F:49])[F:20])[CH:27]=1)[CH3:19]. (10) Given the reactants [CH:1]1[C:5]2[C:6]([Cl:10])=[N:7][CH:8]=[N:9][C:4]=2[NH:3][CH:2]=1.ClC(Cl)(O[C:15](=[O:21])OC(Cl)(Cl)Cl)Cl.CCN(C(C)C)C(C)C.[NH2:32][C:33]1[CH:34]=[C:35]([NH:40][C:41](=[O:58])[C:42]2[CH:47]=[C:46]([C:48]([F:51])([F:50])[F:49])[CH:45]=[C:44]([N:52]3[CH:56]=[C:55]([CH3:57])[N:54]=[CH:53]3)[CH:43]=2)[CH:36]=[CH:37][C:38]=1[CH3:39], predict the reaction product. The product is: [CH3:39][C:38]1[CH:37]=[CH:36][C:35]([NH:40][C:41](=[O:58])[C:42]2[CH:47]=[C:46]([C:48]([F:49])([F:50])[F:51])[CH:45]=[C:44]([N:52]3[CH:56]=[C:55]([CH3:57])[N:54]=[CH:53]3)[CH:43]=2)=[CH:34][C:33]=1[NH:32][C:15]([N:3]1[C:4]2[N:9]=[CH:8][N:7]=[C:6]([Cl:10])[C:5]=2[CH:1]=[CH:2]1)=[O:21].